This data is from Reaction yield outcomes from USPTO patents with 853,638 reactions. The task is: Predict the reaction yield, written as a fraction of the theoretical maximum amount of product (1.0 means a 100% yield; for example, 0.34 means a 34% yield). No catalyst specified. The reactants are [Si]([O:8][C:9]1[CH:10]=[C:11]([NH:15][C:16]2[C:21]([Cl:22])=[CH:20][N:19]=[C:18](Cl)[N:17]=2)[CH:12]=[CH:13][CH:14]=1)(C(C)(C)C)(C)C.[Br:24][C:25]1[CH:26]=[C:27]([NH:34]C(=O)OC(C)(C)C)[CH:28]=[C:29]([CH2:31][CH2:32][OH:33])[CH:30]=1. The product is [Br:24][C:25]1[CH:26]=[C:27]([NH:34][C:18]2[N:17]=[C:16]([NH:15][C:11]3[CH:10]=[C:9]([OH:8])[CH:14]=[CH:13][CH:12]=3)[C:21]([Cl:22])=[CH:20][N:19]=2)[CH:28]=[C:29]([CH2:31][CH2:32][OH:33])[CH:30]=1. The yield is 0.770.